From a dataset of Forward reaction prediction with 1.9M reactions from USPTO patents (1976-2016). Predict the product of the given reaction. (1) Given the reactants [CH2:1]([O:3][C:4](=[O:26])[C:5]([NH:16][C:17](=[O:25])[C:18]1[CH:23]=[CH:22][CH:21]=[C:20]([I:24])[CH:19]=1)([CH2:11][Si:12]([CH3:15])([CH3:14])[CH3:13])C(OCC)=O)[CH3:2].[Br-].[Li+].CN(C)C=O, predict the reaction product. The product is: [CH2:1]([O:3][C:4](=[O:26])[CH:5]([NH:16][C:17](=[O:25])[C:18]1[CH:23]=[CH:22][CH:21]=[C:20]([I:24])[CH:19]=1)[CH2:11][Si:12]([CH3:13])([CH3:14])[CH3:15])[CH3:2]. (2) Given the reactants [C:1]([C:3]1[O:4][C:5]2[C:11]([C:12]3[CH:35]=[CH:34][C:15]([O:16][CH2:17][C:18]4[CH:19]=[C:20]([CH:31]=[CH:32][CH:33]=4)[C:21]([N:23]4[CH2:30][CH2:29][CH2:28][C@H:24]4[C:25]([OH:27])=[O:26])=[O:22])=[CH:14][CH:13]=3)=[CH:10][C:9]([F:36])=[C:8]([F:37])[C:6]=2[CH:7]=1)#[N:2].Cl.[NH2:39][OH:40].C(N(CC)CC)C, predict the reaction product. The product is: [NH2:2][C:1](=[N:39][OH:40])[C:3]1[O:4][C:5]2[C:11]([C:12]3[CH:13]=[CH:14][C:15]([O:16][CH2:17][C:18]4[CH:19]=[C:20]([CH:31]=[CH:32][CH:33]=4)[C:21]([N:23]4[CH2:30][CH2:29][CH2:28][C@H:24]4[C:25]([OH:27])=[O:26])=[O:22])=[CH:34][CH:35]=3)=[CH:10][C:9]([F:36])=[C:8]([F:37])[C:6]=2[CH:7]=1. (3) Given the reactants [O:1]1[CH2:6][CH2:5][CH:4]([CH2:7][C:8]2[N:13]3[N:14]=[C:15]([NH2:17])[N:16]=[C:12]3[CH:11]=[CH:10][CH:9]=2)[CH2:3][CH2:2]1.N[C:19]1[N:35]=[C:22]2[CH:23]=CC=[C:26]([C:27]([CH:29]3[CH2:34][CH2:33]OCC3)=O)[N:21]2N=1.O.NN.[OH-].[K+].Cl.C(O)[CH2:43][OH:44], predict the reaction product. The product is: [CH3:43][O:44][CH2:23][C:22]1[NH:21][C:26]2[CH:27]=[C:29]([C:9]3[CH:10]=[CH:11][C:12]4[N:13]([N:14]=[C:15]([NH2:17])[N:16]=4)[C:8]=3[CH2:7][CH:4]3[CH2:5][CH2:6][O:1][CH2:2][CH2:3]3)[CH:34]=[CH:33][C:19]=2[N:35]=1. (4) Given the reactants [C:1]([O:5][C:6]([N:8]1[CH2:13][CH2:12][CH:11]([C:14]2[CH:19]=[CH:18][CH:17]=[CH:16][C:15]=2[S:20][Si](C(C)C)(C(C)C)C(C)C)[CH2:10][CH2:9]1)=[O:7])([CH3:4])([CH3:3])[CH3:2].O.O.[F-].C([N+:38]([CH2:47][CH2:48][CH2:49][CH3:50])([CH2:43][CH2:44][CH2:45][CH3:46])CCCC)CCC.ClN1C(=O)CCC1=O.N1C2C(=CC=CC=2)C=C1.C([O-])(O)=O.[Na+], predict the reaction product. The product is: [C:1]([O:5][C:6]([N:8]1[CH2:13][CH2:12][CH:11]([C:14]2[CH:19]=[CH:18][CH:17]=[CH:16][C:15]=2[S:20][C:48]2[C:49]3[C:43](=[CH:44][CH:45]=[CH:46][CH:50]=3)[NH:38][CH:47]=2)[CH2:10][CH2:9]1)=[O:7])([CH3:4])([CH3:2])[CH3:3]. (5) Given the reactants [C:1]([O:5][C:6](=[O:44])[NH:7][CH2:8][C:9]([CH3:43])([CH3:42])[CH2:10][NH:11][C:12](=[O:41])[C:13]1[CH:18]=[CH:17][C:16]([NH:19][C:20]2[CH:25]=[C:24]([NH:26][CH2:27][C:28]3[CH:33]=[CH:32][C:31]([OH:34])=[CH:30][CH:29]=3)[N:23]=[C:22]([O:35][CH2:36][C:37]([F:40])([F:39])[F:38])[N:21]=2)=[N:15][CH:14]=1)([CH3:4])([CH3:3])[CH3:2].[Br:45][CH2:46][CH2:47][CH2:48]Br.C([O-])([O-])=O.[K+].[K+], predict the reaction product. The product is: [Br:45][CH2:46][CH2:47][CH2:48][O:34][C:31]1[CH:30]=[CH:29][C:28]([CH2:27][NH:26][C:24]2[N:23]=[C:22]([O:35][CH2:36][C:37]([F:38])([F:40])[F:39])[N:21]=[C:20]([NH:19][C:16]3[CH:17]=[CH:18][C:13]([C:12]([NH:11][CH2:10][C:9]([CH3:43])([CH3:42])[CH2:8][NH:7][C:6](=[O:44])[O:5][C:1]([CH3:4])([CH3:2])[CH3:3])=[O:41])=[CH:14][N:15]=3)[CH:25]=2)=[CH:33][CH:32]=1. (6) Given the reactants [NH2:1][C:2]1[N:7]=[CH:6][C:5]([C:8]#[CH:9])=[CH:4][N:3]=1.Br[C:11]1[S:15][C:14]([C:16]([NH:18][C:19]2[CH:24]=[C:23]([C:25]([F:28])([F:27])[F:26])[CH:22]=[CH:21][C:20]=2[F:29])=[O:17])=[CH:13][CH:12]=1, predict the reaction product. The product is: [NH2:1][C:2]1[N:7]=[CH:6][C:5]([C:8]#[C:9][C:11]2[S:15][C:14]([C:16]([NH:18][C:19]3[CH:24]=[C:23]([C:25]([F:28])([F:26])[F:27])[CH:22]=[CH:21][C:20]=3[F:29])=[O:17])=[CH:13][CH:12]=2)=[CH:4][N:3]=1. (7) The product is: [CH3:1][O:2][C:3]1[C:15]([O:16][CH2:17][CH2:18][O:19][CH3:20])=[CH:14][C:6]([C:7]([OH:9])=[O:8])=[C:5]([N+:21]([O-:23])=[O:22])[CH:4]=1. Given the reactants [CH3:1][O:2][C:3]1[C:15]([O:16][CH2:17][CH2:18][O:19][CH3:20])=[CH:14][C:6]([C:7]([O:9]CCOC)=[O:8])=[C:5]([N+:21]([O-:23])=[O:22])[CH:4]=1.[OH-].[Na+], predict the reaction product.